From a dataset of Reaction yield outcomes from USPTO patents with 853,638 reactions. Predict the reaction yield, written as a fraction of the theoretical maximum amount of product (1.0 means a 100% yield; for example, 0.34 means a 34% yield). The reactants are [F:1][C:2]1[CH:23]=[CH:22][C:5]([O:6][C:7]2[CH:12]=[CH:11][C:10]([NH:13][C:14]([C@H:16]3[CH2:20][C@@H:19]([OH:21])[CH2:18][NH:17]3)=[O:15])=[CH:9][CH:8]=2)=[CH:4][CH:3]=1.[N:24]1([CH2:29][C:30](O)=[O:31])[CH:28]=[N:27][CH:26]=[N:25]1. No catalyst specified. The product is [N:24]1([CH2:29][C:30]([N:17]2[CH2:18][C@H:19]([OH:21])[CH2:20][C@@H:16]2[C:14]([NH:13][C:10]2[CH:9]=[CH:8][C:7]([O:6][C:5]3[CH:22]=[CH:23][C:2]([F:1])=[CH:3][CH:4]=3)=[CH:12][CH:11]=2)=[O:15])=[O:31])[CH:28]=[N:27][CH:26]=[N:25]1. The yield is 0.700.